From a dataset of Reaction yield outcomes from USPTO patents with 853,638 reactions. Predict the reaction yield, written as a fraction of the theoretical maximum amount of product (1.0 means a 100% yield; for example, 0.34 means a 34% yield). (1) The catalyst is O1CCCC1.O1CCCC1.O. The reactants are [O:1]1[CH2:6][CH2:5][CH2:4][CH2:3][CH:2]1[N:7]1[C:15]2[C:10](=[CH:11][C:12]([C:16]3[N:20]=[CH:19][N:18]([C:21]([C:34]4[CH:39]=[CH:38][CH:37]=[CH:36][CH:35]=4)([C:28]4[CH:33]=[CH:32][CH:31]=[CH:30][CH:29]=4)[C:22]4[CH:27]=[CH:26][CH:25]=[CH:24][CH:23]=4)[N:17]=3)=[CH:13][CH:14]=2)[C:9]([C:40]2[CH:41]=[C:42]([CH:47]=[CH:48][CH:49]=2)[C:43]([O:45]C)=O)=[N:8]1.O.[OH-].[Li+].[CH3:53][C@H:54]([NH2:61])[C:55]1[CH:60]=[CH:59][CH:58]=[CH:57][CH:56]=1.O.ON1C2C=CC=CC=2N=N1.Cl.CN(C)CCCN=C=NCC. The product is [C:55]1([C@@H:54]([NH:61][C:43]([C:42]2[CH:47]=[CH:48][CH:49]=[C:40]([C:9]3[C:10]4[C:15](=[CH:14][CH:13]=[C:12]([C:16]5[N:20]=[CH:19][N:18]([C:21]([C:22]6[CH:23]=[CH:24][CH:25]=[CH:26][CH:27]=6)([C:28]6[CH:33]=[CH:32][CH:31]=[CH:30][CH:29]=6)[C:34]6[CH:39]=[CH:38][CH:37]=[CH:36][CH:35]=6)[N:17]=5)[CH:11]=4)[N:7]([CH:2]4[CH2:3][CH2:4][CH2:5][CH2:6][O:1]4)[N:8]=3)[CH:41]=2)=[O:45])[CH3:53])[CH:60]=[CH:59][CH:58]=[CH:57][CH:56]=1. The yield is 0.810. (2) The reactants are [CH3:1][C:2]1[CH:3]=[CH:4][C:5]([CH2:8][C:9]2[CH:14]=[CH:13][C:12]([O:15][C:16]([N:18]3[CH2:23][CH2:22][CH:21]([OH:24])[CH2:20][CH2:19]3)=[O:17])=[CH:11][CH:10]=2)=[N:6][CH:7]=1.[CH2:25]([O:28][C:29](=[O:38])[CH2:30][C:31]1[CH:36]=[CH:35][C:34](O)=[CH:33][CH:32]=1)[CH:26]=[CH2:27]. No catalyst specified. The product is [CH3:1][C:2]1[CH:3]=[CH:4][C:5]([CH2:8][C:9]2[CH:10]=[CH:11][C:12]([O:15][C:16]([N:18]3[CH2:23][CH2:22][CH:21]([O:24][C:34]4[CH:35]=[CH:36][C:31]([CH2:30][C:29]([O:28][CH2:25][CH:26]=[CH2:27])=[O:38])=[CH:32][CH:33]=4)[CH2:20][CH2:19]3)=[O:17])=[CH:13][CH:14]=2)=[N:6][CH:7]=1. The yield is 0.120. (3) The reactants are [C:1]1([C:7]2[CH:15]=[C:14]3[C:10]([CH2:11][C:12](=[O:16])[NH:13]3)=[CH:9][CH:8]=2)[CH:6]=[CH:5][CH:4]=[CH:3][CH:2]=1.[N:17]1([CH2:22][CH2:23][NH:24][C:25]([C:27]2[C:31]([CH3:32])=[C:30]([CH:33]=O)[NH:29][C:28]=2[CH3:35])=[O:26])[CH2:21][CH2:20][CH2:19][CH2:18]1. No catalyst specified. The product is [N:17]1([CH2:22][CH2:23][NH:24][C:25]([C:27]2[C:31]([CH3:32])=[C:30]([CH:33]=[C:11]3[C:10]4[C:14](=[CH:15][C:7]([C:1]5[CH:2]=[CH:3][CH:4]=[CH:5][CH:6]=5)=[CH:8][CH:9]=4)[NH:13][C:12]3=[O:16])[NH:29][C:28]=2[CH3:35])=[O:26])[CH2:21][CH2:20][CH2:19][CH2:18]1. The yield is 0.0850. (4) The yield is 0.631. The catalyst is CN(C)C=O.O.C(OCC)(=O)C. The reactants are [F:1][C:2]1[CH:34]=[CH:33][C:5]([NH:6][C:7]([N:9]([CH3:32])[C:10]2[CH:31]=[CH:30][C:13]([O:14][C:15]3[C:24]4[C:19](=[CH:20][C:21]([O:28][CH3:29])=[C:22]([C:25]([OH:27])=O)[CH:23]=4)[N:18]=[CH:17][CH:16]=3)=[CH:12][CH:11]=2)=[O:8])=[CH:4][CH:3]=1.C(N(CC)CC)C.F[P-](F)(F)(F)(F)F.[N:49]1(O[P+](N(C)C)(N(C)C)N(C)C)[C:53]2[CH:54]=[CH:55][CH:55]=[CH:54][C:53]=2[N:49]=N1.C1(N)CC1. The product is [CH:53]1([NH:49][C:25]([C:22]2[CH:23]=[C:24]3[C:19](=[CH:20][C:21]=2[O:28][CH3:29])[N:18]=[CH:17][CH:16]=[C:15]3[O:14][C:13]2[CH:12]=[CH:11][C:10]([N:9]([C:7]([NH:6][C:5]3[CH:33]=[CH:34][C:2]([F:1])=[CH:3][CH:4]=3)=[O:8])[CH3:32])=[CH:31][CH:30]=2)=[O:27])[CH2:54][CH2:55]1. (5) The reactants are FC(F)(F)S(O[C:7]1[CH:12]=[CH:11][N:10]=[C:9]([NH:13][C:14]2[CH:19]=[CH:18][C:17]([C:20]#[N:21])=[CH:16][CH:15]=2)[N:8]=1)(=O)=O.[Cl:24][C:25]1[CH:30]=[C:29]([C:31]([F:34])([F:33])[F:32])[CH:28]=[C:27]([Cl:35])[C:26]=1[NH2:36]. The catalyst is O1CCOCC1. The product is [Cl:24][C:25]1[CH:30]=[C:29]([C:31]([F:34])([F:32])[F:33])[CH:28]=[C:27]([Cl:35])[C:26]=1[NH:36][C:7]1[CH:12]=[CH:11][N:10]=[C:9]([NH:13][C:14]2[CH:15]=[CH:16][C:17]([C:20]#[N:21])=[CH:18][CH:19]=2)[N:8]=1. The yield is 0.0920. (6) The product is [Cl:1][C:2]1[CH:3]=[C:4]2[C:8](=[CH:9][CH:10]=1)[NH:7][CH:6]=[C:5]2[CH2:11][CH2:12][NH:13][C:14]([C:15]1[C:16]([C:29]2[CH:28]=[CH:27][CH:26]=[C:25]([O:24][CH3:23])[CH:30]=2)=[CH:17][CH:18]=[CH:19][CH:20]=1)=[O:22]. The yield is 0.830. The catalyst is C(COC)OC.O.C1C=CC([P]([Pd]([P](C2C=CC=CC=2)(C2C=CC=CC=2)C2C=CC=CC=2)([P](C2C=CC=CC=2)(C2C=CC=CC=2)C2C=CC=CC=2)[P](C2C=CC=CC=2)(C2C=CC=CC=2)C2C=CC=CC=2)(C2C=CC=CC=2)C2C=CC=CC=2)=CC=1. The reactants are [Cl:1][C:2]1[CH:3]=[C:4]2[C:8](=[CH:9][CH:10]=1)[NH:7][CH:6]=[C:5]2[CH2:11][CH2:12][NH:13][C:14](=[O:22])[C:15]1[CH:20]=[CH:19][CH:18]=[CH:17][C:16]=1I.[CH3:23][O:24][C:25]1[CH:26]=[C:27](B(O)O)[CH:28]=[CH:29][CH:30]=1.C(=O)([O-])[O-].[Na+].[Na+].